From a dataset of Forward reaction prediction with 1.9M reactions from USPTO patents (1976-2016). Predict the product of the given reaction. (1) Given the reactants ON1C2C=CC=CC=2N=N1.CN1CCOCC1.Cl.CN(C)CCCN=C=NCC.[NH2:30][CH:31]([C:33]1[C:34](=[O:50])[NH:35][C:36]([CH2:39][C:40]2[CH:45]=[CH:44][C:43]([O:46][CH3:47])=[C:42]([O:48][CH3:49])[CH:41]=2)=[N:37][N:38]=1)[CH3:32].[C:51]([CH:54]([CH2:58][CH2:59][CH2:60][CH:61]1[CH2:66][CH2:65][CH2:64][CH2:63][CH2:62]1)[C:55](O)=[O:56])(=[O:53])[CH3:52], predict the reaction product. The product is: [C:51]([CH:54]([CH2:58][CH2:59][CH2:60][CH:61]1[CH2:62][CH2:63][CH2:64][CH2:65][CH2:66]1)[C:55]([NH:30][CH:31]([C:33]1[C:34](=[O:50])[NH:35][C:36]([CH2:39][C:40]2[CH:45]=[CH:44][C:43]([O:46][CH3:47])=[C:42]([O:48][CH3:49])[CH:41]=2)=[N:37][N:38]=1)[CH3:32])=[O:56])(=[O:53])[CH3:52]. (2) The product is: [CH2:30]([O:29][C:23]([NH:39][C:20](=[O:22])[C@H:12]([CH2:13][C:14]1[CH:15]=[CH:16][CH:17]=[CH:18][CH:19]=1)[NH2:11])=[O:34])[C:33]1[CH:45]=[CH:44][CH:43]=[CH:42][CH:41]=1. Given the reactants C(OC([NH:11][C@H:12]([C:20]([OH:22])=O)[CH2:13][C:14]1[CH:19]=[CH:18][CH:17]=[CH:16][CH:15]=1)=O)C1C=CC=CC=1.[C:23](=[O:34])([O:29][C:30]([CH3:33])(C)C)OC(C)(C)C.C(=O)([O-])O.[NH4+:39].N1[CH:45]=[CH:44][CH:43]=[CH:42][CH:41]=1, predict the reaction product. (3) Given the reactants [OH:1][C:2]1[CH:11]=[C:10]2[C:5]([C:6]([O:12][C:13]3[CH:14]=[C:15]4[C:19](=[CH:20][CH:21]=3)[NH:18][C:17]([CH3:22])=[CH:16]4)=[N:7][CH:8]=[N:9]2)=[CH:4][CH:3]=1.O[CH2:24][CH2:25][CH2:26][N:27]1[CH2:32][CH2:31][O:30][CH2:29][CH2:28]1, predict the reaction product. The product is: [CH3:22][C:17]1[NH:18][C:19]2[C:15]([CH:16]=1)=[CH:14][C:13]([O:12][C:6]1[C:5]3[C:10](=[CH:11][C:2]([O:1][CH2:24][CH2:25][CH2:26][N:27]4[CH2:32][CH2:31][O:30][CH2:29][CH2:28]4)=[CH:3][CH:4]=3)[N:9]=[CH:8][N:7]=1)=[CH:21][CH:20]=2. (4) Given the reactants C(C1C=C(C(C)(C)C)C=C[C:6]=1[O:15]P(OC1C=CC(C(C)(C)C)=CC=1C(C)(C)C)OC1C=CC(C(C)(C)C)=CC=1C(C)(C)C)(C)(C)C.[Cl:47][C:48]1[CH:49]=[C:50]([C:55]([OH:76])([C:72]([F:75])([F:74])[F:73])/[CH:56]=[CH:57]/[C:58]2[CH:70]=[CH:69][C:61]([C:62]([O:64][C:65]([CH3:68])([CH3:67])[CH3:66])=[O:63])=[C:60]([CH3:71])[CH:59]=2)[CH:51]=[C:52]([Cl:54])[CH:53]=1, predict the reaction product. The product is: [Cl:47][C:48]1[CH:49]=[C:50]([C:55]2([C:72]([F:73])([F:74])[F:75])[O:76][CH:6]([OH:15])[CH:57]([C:58]3[CH:70]=[CH:69][C:61]([C:62]([O:64][C:65]([CH3:68])([CH3:67])[CH3:66])=[O:63])=[C:60]([CH3:71])[CH:59]=3)[CH2:56]2)[CH:51]=[C:52]([Cl:54])[CH:53]=1. (5) Given the reactants Br[C:2]1[CH:3]=[C:4]([N:8]2[CH:16]3[CH:11]([CH2:12][N:13]([CH:17]4[CH2:20][O:19][CH2:18]4)[CH2:14][CH2:15]3)[C:10]([C:21]([O:23][CH2:24][CH3:25])=[O:22])=[N:9]2)[CH:5]=[CH:6][CH:7]=1.[C:26]([C@:28]1([OH:35])[CH2:32][CH2:31][N:30]([CH3:33])[C:29]1=[O:34])#[CH:27], predict the reaction product. The product is: [OH:35][C@@:28]1([C:26]#[C:27][C:2]2[CH:3]=[C:4]([N:8]3[CH:16]4[CH:11]([CH2:12][N:13]([CH:17]5[CH2:18][O:19][CH2:20]5)[CH2:14][CH2:15]4)[C:10]([C:21]([O:23][CH2:24][CH3:25])=[O:22])=[N:9]3)[CH:5]=[CH:6][CH:7]=2)[CH2:32][CH2:31][N:30]([CH3:33])[C:29]1=[O:34]. (6) Given the reactants [Cl:1][C:2]1[C:3]([N+:20]([O-:22])=[O:21])=[CH:4][C:5]([CH3:19])=[C:6]([CH:18]=1)[O:7][C:8]1[CH:13]=[CH:12][N:11]=[C:10]2[NH:14][N:15]=[C:16]([I:17])[C:9]=12.CN(C=O)C.C([O-])([O-])=O.[K+].[K+].Cl[CH2:35][C:36]1[CH:41]=[CH:40][C:39]([O:42][CH3:43])=[CH:38][CH:37]=1, predict the reaction product. The product is: [CH3:43][O:42][C:39]1[CH:40]=[CH:41][C:36]([CH2:35][N:14]2[C:10]3=[N:11][CH:12]=[CH:13][C:8]([O:7][C:6]4[CH:18]=[C:2]([Cl:1])[C:3]([N+:20]([O-:22])=[O:21])=[CH:4][C:5]=4[CH3:19])=[C:9]3[C:16]([I:17])=[N:15]2)=[CH:37][CH:38]=1. (7) Given the reactants [CH3:1][O:2][C:3]1[CH:4]=[C:5]2[C:10](=[CH:11][CH:12]=1)[N:9]=[C:8]([NH:13][CH2:14][CH2:15][CH2:16][NH2:17])[CH:7]=[C:6]2[CH3:18].[NH:19]1[C:27]2[C:22](=[CH:23][CH:24]=[CH:25][CH:26]=2)[C:21]([CH:28]=O)=[CH:20]1, predict the reaction product. The product is: [NH:19]1[C:27]2[C:22](=[CH:23][CH:24]=[CH:25][CH:26]=2)[C:21]([CH2:28][NH:17][CH2:16][CH2:15][CH2:14][NH:13][C:8]2[CH:7]=[C:6]([CH3:18])[C:5]3[C:10](=[CH:11][CH:12]=[C:3]([O:2][CH3:1])[CH:4]=3)[N:9]=2)=[CH:20]1. (8) The product is: [CH3:1][O:2][C:3]1[CH:4]=[C:5]([CH:49]=[CH:50][CH:51]=1)[CH2:6][N:7]([CH2:15][C@@H:16]([OH:48])[C@@H:17]([NH:27][C:28](=[O:47])[C:29]1[CH:30]=[C:31]([CH:44]([OH:46])[CH3:45])[CH:32]=[C:33]([NH:35][C:36](=[O:43])[C:37]2[CH:38]=[CH:39][CH:40]=[CH:41][CH:42]=2)[CH:34]=1)[CH2:18][C:19]1[CH:20]=[C:21]([F:26])[CH:22]=[C:23]([F:25])[CH:24]=1)[C:8](=[O:14])[O:9][C:10]([CH3:11])([CH3:12])[CH3:13]. Given the reactants [CH3:1][O:2][C:3]1[CH:4]=[C:5]([CH:49]=[CH:50][CH:51]=1)[CH2:6][N:7]([CH2:15][C@@H:16]([OH:48])[C@@H:17]([NH:27][C:28](=[O:47])[C:29]1[CH:34]=[C:33]([NH:35][C:36](=[O:43])[C:37]2[CH:42]=[CH:41][CH:40]=[CH:39][CH:38]=2)[CH:32]=[C:31]([C:44](=[O:46])[CH3:45])[CH:30]=1)[CH2:18][C:19]1[CH:24]=[C:23]([F:25])[CH:22]=[C:21]([F:26])[CH:20]=1)[C:8](=[O:14])[O:9][C:10]([CH3:13])([CH3:12])[CH3:11].[BH4-].[Na+], predict the reaction product.